From a dataset of Forward reaction prediction with 1.9M reactions from USPTO patents (1976-2016). Predict the product of the given reaction. (1) Given the reactants Br.[Br:2][C:3]1[C:26]([F:27])=[CH:25][C:6]2[O:7][C:8]3[CH:24]=[CH:23][CH:22]=[CH:21][C:9]=3[C@H:10]3[C@H:15]([NH:16]C(=O)OC)[CH2:14][CH2:13][CH2:12][N:11]3[C:5]=2[CH:4]=1.[OH-].[Na+], predict the reaction product. The product is: [Br:2][C:3]1[C:26]([F:27])=[CH:25][C:6]2[O:7][C:8]3[CH:24]=[CH:23][CH:22]=[CH:21][C:9]=3[C@H:10]3[C@H:15]([NH2:16])[CH2:14][CH2:13][CH2:12][N:11]3[C:5]=2[CH:4]=1. (2) Given the reactants [N:1]1[CH:6]=[CH:5][CH:4]=[CH:3][C:2]=1[CH:7]1[CH2:12][CH2:11][CH2:10][CH2:9][C:8]1=[O:13].C(O[CH:19](N(C)C)[N:20]([CH3:22])[CH3:21])(C)(C)C, predict the reaction product. The product is: [CH3:19][N:20]([CH3:22])[CH:21]=[C:9]1[CH2:10][CH2:11][CH2:12][CH:7]([C:2]2[CH:3]=[CH:4][CH:5]=[CH:6][N:1]=2)[C:8]1=[O:13]. (3) Given the reactants [OH:1][C:2]1[CH:9]=[CH:8][C:5]([CH:6]=O)=[CH:4][CH:3]=1.[C:10]([O:17][CH3:18])(=[O:16])[CH2:11][C:12]([O:14][CH3:15])=[O:13].C1(C)C=CC=CC=1.N1CCCCC1, predict the reaction product. The product is: [OH:1][C:2]1[CH:9]=[CH:8][C:5]([CH:6]=[C:11]([C:10]([O:17][CH3:18])=[O:16])[C:12]([O:14][CH3:15])=[O:13])=[CH:4][CH:3]=1. (4) Given the reactants [NH2:1][CH:2]([CH2:12]CC1C=CC(C(C)(C)C)=CC=1)[CH:3]([C:5]1[CH:10]=[CH:9][C:8]([F:11])=[CH:7][CH:6]=1)[OH:4].[F:24][C:25]1[C:34]2[C:29](=[CH:30][CH:31]=[CH:32][CH:33]=2)[C:28]([C:35]([OH:37])=O)=[CH:27][CH:26]=1.O.ON1[C:44]2[CH:45]=[CH:46][CH:47]=[CH:48][C:43]=2N=N1.Cl.C(N=C=N[CH2:55][CH2:56][CH2:57]N(C)C)C.[C:61](#N)C, predict the reaction product. The product is: [C:56]([C:43]1[CH:48]=[CH:47][C:46]([CH2:12][CH:2]([NH:1][C:35]([C:28]2[C:29]3[C:34](=[CH:33][CH:32]=[CH:31][CH:30]=3)[C:25]([F:24])=[CH:26][CH:27]=2)=[O:37])[CH:3]([C:5]2[CH:10]=[CH:9][C:8]([F:11])=[CH:7][CH:6]=2)[OH:4])=[CH:45][CH:44]=1)([CH3:57])([CH3:61])[CH3:55]. (5) Given the reactants [CH3:1][O:2][C:3](=[O:34])[CH2:4][C@H:5]1[C:9]2[CH:10]=[CH:11][C:12]([O:14][C@H:15]3[C:23]4[C:18](=[C:19](B5OC(C)(C)C(C)(C)O5)[CH:20]=[CH:21][C:22]=4[F:24])[CH2:17][CH2:16]3)=[CH:13][C:8]=2[O:7][CH2:6]1.Br[C:36]1[C:41]([CH3:42])=[CH:40][C:39]([C:43]2[S:44][CH:45]=[CH:46][N:47]=2)=[CH:38][C:37]=1[CH3:48].BrC1C=CC(F)=C2C=1CC[C@H]2OC1C=CC2[C@H](CC(OC)=O)COC=2C=1, predict the reaction product. The product is: [CH3:1][O:2][C:3](=[O:34])[CH2:4][C@H:5]1[C:9]2[CH:10]=[CH:11][C:12]([O:14][C@H:15]3[C:23]4[C:18](=[C:19]([C:36]5[C:37]([CH3:48])=[CH:38][C:39]([C:43]6[S:44][CH:45]=[CH:46][N:47]=6)=[CH:40][C:41]=5[CH3:42])[CH:20]=[CH:21][C:22]=4[F:24])[CH2:17][CH2:16]3)=[CH:13][C:8]=2[O:7][CH2:6]1. (6) Given the reactants [Br:1][CH2:2][CH2:3][CH3:4].[CH3:5][N:6]1[CH:10]=[CH:9][N:8]=[CH:7]1, predict the reaction product. The product is: [Br-:1].[CH3:5][N+:6]1[CH:10]=[CH:9][N:8]([CH2:2][CH2:3][CH3:4])[CH:7]=1.